From a dataset of M1 muscarinic receptor antagonist screen with 61,756 compounds. Binary Classification. Given a drug SMILES string, predict its activity (active/inactive) in a high-throughput screening assay against a specified biological target. (1) The molecule is Clc1nc(n(c1)C)C(O)c1ccccc1. The result is 0 (inactive). (2) The compound is Clc1c(C(OC2CCCN(C2)C)=O)cccc1. The result is 0 (inactive). (3) The drug is S(CCC(=O)NCc1occc1)c1nc(c2cc3OCOc3cc2)cc(n1)C(F)(F)F. The result is 0 (inactive). (4) The result is 0 (inactive). The compound is S(CC(=O)NCCCN1CCOCC1)c1sc2c(n1)cccc2. (5) The result is 0 (inactive). The drug is s1c(C(=O)N(Cc2cc3c([nH]c2=O)cc(cc3)C)Cc2occc2)ccc1.